Predict the product of the given reaction. From a dataset of Forward reaction prediction with 1.9M reactions from USPTO patents (1976-2016). Given the reactants [Br:1][C:2]1[CH:3]=[CH:4][C:5]([Cl:19])=[C:6]([C:8]([C:10]2[CH:15]=[C:14]([F:16])[C:13]([OH:17])=[C:12]([F:18])[CH:11]=2)=[O:9])[CH:7]=1.IC.[C:22](=O)([O-])[O-].[K+].[K+], predict the reaction product. The product is: [Br:1][C:2]1[CH:3]=[CH:4][C:5]([Cl:19])=[C:6]([C:8]([C:10]2[CH:11]=[C:12]([F:18])[C:13]([O:17][CH3:22])=[C:14]([F:16])[CH:15]=2)=[O:9])[CH:7]=1.